Dataset: Catalyst prediction with 721,799 reactions and 888 catalyst types from USPTO. Task: Predict which catalyst facilitates the given reaction. (1) Reactant: [OH:1][B:2]1[C:6]2[CH:7]=[C:8]([OH:12])[CH:9]=[C:10]([CH3:11])[C:5]=2[CH:4]([CH2:13][C:14]([O:16][CH2:17][CH3:18])=[O:15])[O:3]1.[H-].[Na+].[CH3:21][N:22]([CH3:26])[C:23](Cl)=[O:24]. Product: [CH3:21][N:22]([CH3:26])[C:23]([O:12][C:8]1[CH:9]=[C:10]([CH3:11])[C:5]2[CH:4]([CH2:13][C:14]([O:16][CH2:17][CH3:18])=[O:15])[O:3][B:2]([OH:1])[C:6]=2[CH:7]=1)=[O:24]. The catalyst class is: 3. (2) The catalyst class is: 6. Reactant: [Cl-].[Al+3].[Cl-].[Cl-].[CH:5]1[CH:10]=[CH:9][CH:8]=[CH:7][CH:6]=1.[CH3:11][CH:12]([CH2:17][C:18]([CH3:21])([CH3:20])[CH3:19])[CH2:13][C:14](Cl)=[O:15]. Product: [CH3:11][CH:12]([CH2:17][C:18]([CH3:21])([CH3:20])[CH3:19])[CH2:13][C:14]([C:5]1[CH:10]=[CH:9][CH:8]=[CH:7][CH:6]=1)=[O:15]. (3) Reactant: Cl[C:2]1[C:3]2[C:10]([Cl:11])=[C:9]([CH:12]([CH3:14])[CH3:13])[S:8][C:4]=2[N:5]=[CH:6][N:7]=1.[SH:15][CH2:16][C:17]([O:19][CH3:20])=[O:18]. Product: [Cl:11][C:10]1[C:3]2[C:2]([S:15][CH2:16][C:17]([O:19][CH3:20])=[O:18])=[N:7][CH:6]=[N:5][C:4]=2[S:8][C:9]=1[CH:12]([CH3:14])[CH3:13]. The catalyst class is: 5. (4) Reactant: [CH3:1][C:2]1[C:3]([CH:22]([OH:34])[C:23]2[NH:27][C:26]3[CH:28]=[CH:29][C:30]([C:32]#[N:33])=[CH:31][C:25]=3[N:24]=2)=[C:4]2[C:8](=[C:9]([CH3:11])[CH:10]=1)[N:7](S(C1C=CC(C)=CC=1)(=O)=O)[CH:6]=[CH:5]2.[OH-].[K+].C(N)CC(C)C. Product: [CH3:1][C:2]1[C:3]([CH:22]([OH:34])[C:23]2[NH:24][C:25]3[CH:31]=[C:30]([C:32]#[N:33])[CH:29]=[CH:28][C:26]=3[N:27]=2)=[C:4]2[C:8](=[C:9]([CH3:11])[CH:10]=1)[NH:7][CH:6]=[CH:5]2. The catalyst class is: 14.